The task is: Predict the reactants needed to synthesize the given product.. This data is from Full USPTO retrosynthesis dataset with 1.9M reactions from patents (1976-2016). (1) Given the product [Br-:1].[Br:1][C:2]1[C:3]([CH2:11][P+:20]([C:21]2[CH:22]=[CH:23][CH:24]=[CH:25][CH:26]=2)([C:27]2[CH:32]=[CH:31][CH:30]=[CH:29][CH:28]=2)[C:14]2[CH:15]=[CH:16][CH:17]=[CH:18][CH:19]=2)=[C:4]([OH:10])[C:5]([O:8][CH3:9])=[CH:6][CH:7]=1, predict the reactants needed to synthesize it. The reactants are: [Br:1][C:2]1[C:3]([CH2:11]O)=[C:4]([OH:10])[C:5]([O:8][CH3:9])=[CH:6][CH:7]=1.[Br-].[C:14]1([PH+:20]([C:27]2[CH:32]=[CH:31][CH:30]=[CH:29][CH:28]=2)[C:21]2[CH:26]=[CH:25][CH:24]=[CH:23][CH:22]=2)[CH:19]=[CH:18][CH:17]=[CH:16][CH:15]=1. (2) Given the product [Cl:1][C:2]1[CH:3]=[C:4]([S:9](/[N:12]=[C:13]2/[N:14]=[CH:15][N:16]([CH2:28][O:29][CH3:30])[CH:17]=[CH:18]/2)(=[O:10])=[O:11])[CH:5]=[CH:6][C:7]=1[F:8], predict the reactants needed to synthesize it. The reactants are: [Cl:1][C:2]1[CH:3]=[C:4]([S:9]([NH:12][C:13]2[CH:18]=[CH:17][N:16]=[CH:15][N:14]=2)(=[O:11])=[O:10])[CH:5]=[CH:6][C:7]=1[F:8].C(N(CC)C(C)C)(C)C.[CH3:28][O:29][CH2:30]Cl. (3) Given the product [CH2:25]([O:24][C:22](=[O:23])[CH2:21][O:19][C:11]1[CH:10]=[C:9]([O:8][CH2:1][C:2]2[CH:3]=[CH:4][CH:5]=[CH:6][CH:7]=2)[C:16]([O:17][CH3:18])=[CH:15][C:12]=1[CH:13]=[O:14])[CH3:26], predict the reactants needed to synthesize it. The reactants are: [CH2:1]([O:8][C:9]1[C:16]([O:17][CH3:18])=[CH:15][C:12]([CH:13]=[O:14])=[C:11]([OH:19])[CH:10]=1)[C:2]1[CH:7]=[CH:6][CH:5]=[CH:4][CH:3]=1.Br[CH2:21][C:22]([O:24][CH2:25][CH3:26])=[O:23].N12CCCN=C1CCCCC2.O. (4) Given the product [CH3:26][N:27]1[CH:31]=[C:30]([NH:32][C:21]([C:18]2[CH:17]=[CH:16][C:15]([O:14][CH2:13][C:3]3[C:4]([C:7]4[CH:12]=[CH:11][CH:10]=[CH:9][N:8]=4)=[N:5][O:6][C:2]=3[CH3:1])=[CH:20][N:19]=2)=[O:23])[CH:29]=[N:28]1, predict the reactants needed to synthesize it. The reactants are: [CH3:1][C:2]1[O:6][N:5]=[C:4]([C:7]2[CH:12]=[CH:11][CH:10]=[CH:9][N:8]=2)[C:3]=1[CH2:13][O:14][C:15]1[CH:16]=[CH:17][C:18]([C:21]([OH:23])=O)=[N:19][CH:20]=1.Cl.Cl.[CH3:26][N:27]1[CH:31]=[C:30]([NH2:32])[CH:29]=[N:28]1. (5) Given the product [NH:11]1[C:15]2[CH:16]=[CH:17][CH:18]=[CH:19][C:14]=2[N:13]=[C:12]1[C@H:8]([NH:9][C:10]([NH:32][CH:29]1[CH2:30][CH2:31][N:26]([CH:23]([CH3:25])[CH3:24])[CH2:27][CH2:28]1)=[O:20])[CH2:7][C:6]1[CH:21]=[CH:22][C:3]([O:2][CH3:1])=[CH:4][CH:5]=1, predict the reactants needed to synthesize it. The reactants are: [CH3:1][O:2][C:3]1[CH:22]=[CH:21][C:6]([CH2:7][C@@H:8]2[C:12]3=[N:13][C:14]4[CH:19]=[CH:18][CH:17]=[CH:16][C:15]=4[N:11]3[C:10](=[O:20])[NH:9]2)=[CH:5][CH:4]=1.[CH:23]([N:26]1[CH2:31][CH2:30][CH:29]([NH2:32])[CH2:28][CH2:27]1)([CH3:25])[CH3:24].C(O)(C(F)(F)F)=O. (6) The reactants are: [CH3:1][C:2]1[N:10]=[C:9]2[C:5]([N:6]=[CH:7][N:8]2C2CCCCO2)=[C:4]([C:17]2[C:18]([NH:34][C:35]3[C:36]4[CH:37]=[N:38][N:39](C5CCCCO5)[C:40]=4[CH:41]=[CH:42][CH:43]=3)=[N:19][CH:20]=[C:21]([CH2:23][C:24]3[CH:29]=[CH:28][C:27]([S:30]([CH3:33])(=[O:32])=[O:31])=[CH:26][CH:25]=3)[CH:22]=2)[N:3]=1.[C:50]([OH:56])([C:52]([F:55])([F:54])[F:53])=[O:51]. Given the product [F:53][C:52]([F:55])([F:54])[C:50]([OH:56])=[O:51].[CH3:1][C:2]1[N:10]=[C:9]2[C:5]([N:6]=[CH:7][NH:8]2)=[C:4]([C:17]2[C:18]([NH:34][C:35]3[C:36]4[CH:37]=[N:38][NH:39][C:40]=4[CH:41]=[CH:42][CH:43]=3)=[N:19][CH:20]=[C:21]([CH2:23][C:24]3[CH:25]=[CH:26][C:27]([S:30]([CH3:33])(=[O:32])=[O:31])=[CH:28][CH:29]=3)[CH:22]=2)[N:3]=1, predict the reactants needed to synthesize it. (7) Given the product [Br:1][C:2]1[C:7]([F:8])=[CH:6][C:5]2[N:9]([C:22]([O:24][C:25]([CH3:28])([CH3:27])[CH3:26])=[O:23])[C:11]([CH3:12])=[N:10][C:4]=2[CH:3]=1, predict the reactants needed to synthesize it. The reactants are: [Br:1][C:2]1[CH:3]=[C:4]([NH2:10])[C:5]([NH2:9])=[CH:6][C:7]=1[F:8].[C:11](OCC)(OCC)(OCC)[CH3:12].[C:22](O[C:22]([O:24][C:25]([CH3:28])([CH3:27])[CH3:26])=[O:23])([O:24][C:25]([CH3:28])([CH3:27])[CH3:26])=[O:23]. (8) Given the product [C:7]([O:10][CH2:11][C:12]([C:14]1[CH:19]=[CH:18][C:17]([C:20]([CH3:23])([CH3:22])[CH3:21])=[CH:16][CH:15]=1)=[CH2:1])(=[O:9])[CH3:8], predict the reactants needed to synthesize it. The reactants are: [CH3:1]C(C)([O-])C.[K+].[C:7]([O:10][CH2:11][C:12]([C:14]1[CH:19]=[CH:18][C:17]([C:20]([CH3:23])([CH3:22])[CH3:21])=[CH:16][CH:15]=1)=O)(=[O:9])[CH3:8]. (9) The reactants are: N#N.[N:3]([CH2:6][C:7]1[N:8]=[C:9]2[S:16][C:15]([CH3:17])=[C:14]([Br:18])[N:10]2[C:11](=[O:13])[CH:12]=1)=[N+:4]=[N-:5].[C:19]([CH:21]1[CH2:23][CH2:22]1)#[CH:20]. Given the product [Br:18][C:14]1[N:10]2[C:11](=[O:13])[CH:12]=[C:7]([CH2:6][N:3]3[C:19]([CH:21]4[CH2:23][CH2:22]4)=[CH:20][N:5]=[N:4]3)[N:8]=[C:9]2[S:16][C:15]=1[CH3:17], predict the reactants needed to synthesize it.